From a dataset of Catalyst prediction with 721,799 reactions and 888 catalyst types from USPTO. Predict which catalyst facilitates the given reaction. (1) Reactant: C(OC([N:8]1[CH2:13][CH2:12][N:11]([C:14]2[N:15]([CH2:29][CH3:30])[C:16]3[C:21]([C:22]=2[C:23]#[N:24])=[CH:20][CH:19]=[C:18]([C:25]([F:28])([F:27])[F:26])[CH:17]=3)[CH2:10][CH2:9]1)=O)(C)(C)C.C(O)(C(F)(F)F)=O. Product: [CH2:29]([N:15]1[C:16]2[C:21](=[CH:20][CH:19]=[C:18]([C:25]([F:27])([F:28])[F:26])[CH:17]=2)[C:22]([C:23]#[N:24])=[C:14]1[N:11]1[CH2:10][CH2:9][NH:8][CH2:13][CH2:12]1)[CH3:30]. The catalyst class is: 4. (2) Reactant: [CH3:1][C:2]1[N:6]=[C:5]([CH3:7])[N:4]([C:8]2[N:13]=[C:12]([CH3:14])[N:11]=[C:10]([C@@H:15]3[CH2:17][C@H:16]3[C:18]3[S:19][C:20]4[CH:26]=[CH:25][CH:24]=[CH:23][C:21]=4[N:22]=3)[CH:9]=2)[N:3]=1.[ClH:27]. The catalyst class is: 2. Product: [ClH:27].[ClH:27].[CH3:1][C:2]1[N:6]=[C:5]([CH3:7])[N:4]([C:8]2[N:13]=[C:12]([CH3:14])[N:11]=[C:10]([C@@H:15]3[CH2:17][C@H:16]3[C:18]3[S:19][C:20]4[CH:26]=[CH:25][CH:24]=[CH:23][C:21]=4[N:22]=3)[CH:9]=2)[N:3]=1. (3) Reactant: [Cl:1][C:2]1[CH:22]=[CH:21][C:5]([C:6]2[CH:7]=[CH:8][C:9]([CH2:19][CH3:20])=[C:10]([CH:12]3[C:16](=[O:17])[CH:15]=[CH:14][C:13]3=[O:18])[CH:11]=2)=[CH:4][CH:3]=1.[I-].[Mg+2].[I-].C[Si](C)(C)[O:28][C:29]1[CH:34]=[CH:33][CH2:32][CH2:31][CH:30]=1.Cl. Product: [Cl:1][C:2]1[CH:3]=[CH:4][C:5]([C:6]2[CH:7]=[CH:8][C:9]([CH2:19][CH3:20])=[C:10]([CH:12]3[C:16](=[O:17])[CH:15]4[CH:14]([CH:30]5[C:29](=[O:28])[CH2:34][CH:33]4[CH2:32][CH2:31]5)[C:13]3=[O:18])[CH:11]=2)=[CH:21][CH:22]=1. The catalyst class is: 5. (4) Reactant: Cl[CH2:2][CH2:3][CH2:4][S:5]([O:8][CH2:9][C:10]([CH3:30])([CH3:29])[C@@H:11]([O:21][CH2:22][C:23]1[CH:28]=[CH:27][CH:26]=[CH:25][CH:24]=1)[C:12]([O:14][CH2:15][C:16](=[O:20])[N:17]([CH3:19])[CH3:18])=[O:13])(=[O:7])=[O:6].[N-:31]=[N+:32]=[N-:33].[Na+]. Product: [N:31]([CH2:2][CH2:3][CH2:4][S:5]([O:8][CH2:9][C:10]([CH3:30])([CH3:29])[C@@H:11]([O:21][CH2:22][C:23]1[CH:28]=[CH:27][CH:26]=[CH:25][CH:24]=1)[C:12]([O:14][CH2:15][C:16](=[O:20])[N:17]([CH3:19])[CH3:18])=[O:13])(=[O:7])=[O:6])=[N+:32]=[N-:33]. The catalyst class is: 16. (5) Reactant: [NH:1]1[C:5]2=[CH:6][N:7]=[CH:8][CH:9]=[C:4]2[CH:3]=[C:2]1[C:10]([O:12][CH2:13][CH3:14])=[O:11].[H-].[Na+].[C:17](O[C:17]([O:19][C:20]([CH3:23])([CH3:22])[CH3:21])=[O:18])([O:19][C:20]([CH3:23])([CH3:22])[CH3:21])=[O:18]. Product: [N:1]1([C:17]([O:19][C:20]([CH3:23])([CH3:22])[CH3:21])=[O:18])[C:5]2=[CH:6][N:7]=[CH:8][CH:9]=[C:4]2[CH:3]=[C:2]1[C:10]([O:12][CH2:13][CH3:14])=[O:11]. The catalyst class is: 3. (6) Reactant: Br[CH2:2][CH:3]1[CH2:15][N:13]2[C:14]3[C:9]([C:10](=[O:26])[N:11]([CH2:17][C:18]4[CH:23]=[CH:22][C:21]([O:24][CH3:25])=[CH:20][CH:19]=4)[C:12]2=[O:16])=[CH:8][CH:7]=[CH:6][C:5]=3[CH2:4]1.[CH2:27](CN)[C:28]1[CH:33]=[CH:32][CH:31]=[CH:30][CH:29]=1.[CH3:36][N:37](C)C=O.C1(C)C=CC=CC=1. Product: [CH2:27]([N:37]([CH2:2][CH:3]1[CH2:15][N:13]2[C:14]3[C:9]([C:10](=[O:26])[N:11]([CH2:17][C:18]4[CH:23]=[CH:22][C:21]([O:24][CH3:25])=[CH:20][CH:19]=4)[C:12]2=[O:16])=[CH:8][CH:7]=[CH:6][C:5]=3[CH2:4]1)[CH3:36])[C:28]1[CH:29]=[CH:30][CH:31]=[CH:32][CH:33]=1. The catalyst class is: 13. (7) Reactant: [N+:1]([C:4]1[CH:9]=[CH:8][C:7]([C@@H:10]2[O:16][CH2:15][C@@H:14]([NH:17][C:18](=[O:25])[C:19]3[CH:24]=[CH:23][CH:22]=[CH:21][CH:20]=3)[CH2:13][CH2:12][O:11]2)=[CH:6][CH:5]=1)([O-])=O.[H][H]. Product: [NH2:1][C:4]1[CH:9]=[CH:8][C:7]([C@@H:10]2[O:16][CH2:15][C@@H:14]([NH:17][C:18](=[O:25])[C:19]3[CH:20]=[CH:21][CH:22]=[CH:23][CH:24]=3)[CH2:13][CH2:12][O:11]2)=[CH:6][CH:5]=1. The catalyst class is: 147. (8) Reactant: C(OC([N:8]1[CH2:13][CH2:12][C:11]([F:31])([C:14]2[S:15][CH:16]=[C:17]([CH2:19][O:20][C:21]3[CH:26]=[CH:25][C:24]([S:27]([CH3:30])(=[O:29])=[O:28])=[CH:23][CH:22]=3)[N:18]=2)[CH2:10][CH2:9]1)=O)(C)(C)C.[ClH:32]. Product: [ClH:32].[F:31][C:11]1([C:14]2[S:15][CH:16]=[C:17]([CH2:19][O:20][C:21]3[CH:26]=[CH:25][C:24]([S:27]([CH3:30])(=[O:29])=[O:28])=[CH:23][CH:22]=3)[N:18]=2)[CH2:10][CH2:9][NH:8][CH2:13][CH2:12]1. The catalyst class is: 71. (9) Reactant: C[O:2][C:3](=[O:20])[CH2:4][CH2:5][N:6]1[C:11]2[CH:12]=[CH:13][CH:14]=[CH:15][C:10]=2[O:9][CH:8]([CH:16]([CH3:18])[CH3:17])[C:7]1=[O:19].[OH-].[Na+]. Product: [CH:16]([CH:8]1[C:7](=[O:19])[N:6]([CH2:5][CH2:4][C:3]([OH:20])=[O:2])[C:11]2[CH:12]=[CH:13][CH:14]=[CH:15][C:10]=2[O:9]1)([CH3:18])[CH3:17]. The catalyst class is: 5.